From a dataset of Peptide-MHC class II binding affinity with 134,281 pairs from IEDB. Regression. Given a peptide amino acid sequence and an MHC pseudo amino acid sequence, predict their binding affinity value. This is MHC class II binding data. (1) The binding affinity (normalized) is 0.605. The peptide sequence is AAATAGTTVYGAFMA. The MHC is HLA-DQA10501-DQB10301 with pseudo-sequence HLA-DQA10501-DQB10301. (2) The peptide sequence is AAVLFAATAAAAAAV. The MHC is DRB1_0301 with pseudo-sequence DRB1_0301. The binding affinity (normalized) is 0.338. (3) The peptide sequence is IHRIRTLIGQEKYTDHHHHHH. The MHC is DRB1_0301 with pseudo-sequence DRB1_0301. The binding affinity (normalized) is 0.544. (4) The peptide sequence is VKPLYIITPTNVSHI. The MHC is DRB4_0101 with pseudo-sequence DRB4_0103. The binding affinity (normalized) is 0.736.